Dataset: Acute oral toxicity (LD50) regression data from Zhu et al.. Task: Regression/Classification. Given a drug SMILES string, predict its toxicity properties. Task type varies by dataset: regression for continuous values (e.g., LD50, hERG inhibition percentage) or binary classification for toxic/non-toxic outcomes (e.g., AMES mutagenicity, cardiotoxicity, hepatotoxicity). Dataset: ld50_zhu. The rat oral LD50 is 1.42, given as -log10 of the dose in mol/kg body weight (higher means more acutely toxic). The molecule is CCCCCCOC(=O)CC#N.